Dataset: Experimentally validated miRNA-target interactions with 360,000+ pairs, plus equal number of negative samples. Task: Binary Classification. Given a miRNA mature sequence and a target amino acid sequence, predict their likelihood of interaction. (1) The miRNA is bta-miR-146a with sequence UGAGAACUGAAUUCCAUAGGUUGU. The protein sequence of the target gene is MQQPVNYPCPQIYWVDSSATSPWAPPGSVFSCPSSGPRGPGQRRPPPPPPPPSPLPPPSQPPPLPPLSPLKKKDNIELWLPVIFFMVLVALVGMGLGMYQLFHLQKELAELREFTNHSLRVSSFEKQIANPSTPSETKKPRSVAHLTGNPRSRSIPLEWEDTYGTALISGVKYKKGGLVINEAGLYFVYSKVYFRGQSCNSQPLSHKVYMRNFKYPGDLVLMEEKKLNYCTTGQIWAHSSYLGAVFNLTVADHLYVNISQLSLINFEESKTFFGLYKL. Result: 0 (no interaction). (2) The miRNA is hsa-miR-4325 with sequence UUGCACUUGUCUCAGUGA. The protein sequence of the target gene is MLLHLCSVKNLYQNRFLGLAAMASPSRNSQSRRRCKEPLRYSYNPDQFHNMDLRGGPHDGVTIPRSTSDTDLVTSDSRSTLMVSSSYYSIGHSQDLVIHWDIKEEVDAGDWIGMYLIDEVLSENFLDYKNRGVNGSHRGQIIWKIDASSYFVEPETKICFKYYHGVSGALRATTPSVTVKNSAAPIFKSIGADETVQGQGSRRLISFSLSDFQAMGLKKGMFFNPDPYLKISIQPGKHSIFPALPHHGQERRSKIIGNTVNPIWQAEQFSFVSLPTDVLEIEVKDKFAKSRPIIKRFLGK.... Result: 0 (no interaction). (3) The miRNA is hsa-miR-519c-3p with sequence AAAGUGCAUCUUUUUAGAGGAU. The protein sequence of the target gene is MVFRNVGRPPEEEDVEAAPEPGPSELLCPRHRCALDPKALPPGLALERTWGPAAGLEAQLAALGLGQPAGPGVKTVGGGCCPCPCPPQPPPPQPQPPAAAPQAGEDPTETSDALLVLEGLESEAESLETNSCSEEELSSPGRGGGGGGRLLLQPPGPELPPVPFPLQDLVPLGRLSRGEQQQQQQQQPPPPPPPPGPLRPLAGPSRKGSFKIRLSRLFRTKSCNGGSGGGDGTGKRPSGELAASAASLTDMGGSAGRELDAGRKPKLTRTQSAFSPVSFSPLFTGETVSLVDVDISQRGL.... Result: 1 (interaction).